Dataset: Catalyst prediction with 721,799 reactions and 888 catalyst types from USPTO. Task: Predict which catalyst facilitates the given reaction. (1) Reactant: [Cl:1][C:2]1[CH:3]=[C:4]([CH:9]=[CH:10][C:11]=1[NH:12][NH2:13])[C:5]([O:7]C)=[O:6].[OH-].[Na+]. Product: [Cl:1][C:2]1[CH:3]=[C:4]([CH:9]=[CH:10][C:11]=1[NH:12][NH2:13])[C:5]([OH:7])=[O:6]. The catalyst class is: 15. (2) Reactant: [C:1]1([C:7]23[CH2:14][CH2:13][C:10]([CH2:15][C:16]([O:18][CH3:19])=[O:17])([CH2:11][CH2:12]2)[CH2:9][CH2:8]3)[CH:6]=[CH:5][CH:4]=[CH:3][CH:2]=1.[Cl-].[Al+3].[Cl-].[Cl-].[Br:24][C:25]([CH3:30])([CH3:29])[C:26](Br)=[O:27]. Product: [Br:24][C:25]([CH3:30])([CH3:29])[C:26]([C:4]1[CH:3]=[CH:2][C:1]([C:7]23[CH2:8][CH2:9][C:10]([CH2:15][C:16]([O:18][CH3:19])=[O:17])([CH2:13][CH2:14]2)[CH2:11][CH2:12]3)=[CH:6][CH:5]=1)=[O:27]. The catalyst class is: 2. (3) Reactant: [CH2:1]([C:5]1[O:6][C:7]2[CH:23]=[CH:22][CH:21]=[CH:20][C:8]=2[C:9]=1[C:10]([C:12]1[CH:17]=[CH:16][C:15]([O:18]C)=[CH:14][CH:13]=1)=[O:11])[CH2:2][CH2:3][CH3:4]. Product: [CH2:1]([C:5]1[O:6][C:7]2[CH:23]=[CH:22][CH:21]=[CH:20][C:8]=2[C:9]=1[C:10]([C:12]1[CH:13]=[CH:14][C:15]([OH:18])=[CH:16][CH:17]=1)=[O:11])[CH2:2][CH2:3][CH3:4]. The catalyst class is: 3. (4) Reactant: [CH3:1][C:2]1[CH:7]=[CH:6][C:5]([CH3:8])=[CH:4][C:3]=1[CH2:9][C:10]#[N:11].[N+:12]([O-])([OH:14])=[O:13]. Product: [CH3:1][C:2]1[CH:7]=[C:6]([N+:12]([O-:14])=[O:13])[C:5]([CH3:8])=[CH:4][C:3]=1[CH2:9][C:10]#[N:11]. The catalyst class is: 6. (5) The catalyst class is: 66. Reactant: [C:1]1([C:7]2[NH:8][CH:9]=[CH:10][C:11]=2[C:12]([OH:14])=O)[CH:6]=[CH:5][CH:4]=[CH:3][CH:2]=1.Cl.Cl.[OH:17][CH2:18][C:19]1[CH:20]=[C:21]([N:25]2[CH2:30][CH2:29][NH:28][CH2:27][CH2:26]2)[CH:22]=[CH:23][CH:24]=1.Cl.CN(C)CCCN=C=NCC.O.ON1C2C=CC=CC=2N=N1. Product: [OH:17][CH2:18][C:19]1[CH:20]=[C:21]([N:25]2[CH2:30][CH2:29][N:28]([C:12]([C:11]3[CH:10]=[CH:9][NH:8][C:7]=3[C:1]3[CH:2]=[CH:3][CH:4]=[CH:5][CH:6]=3)=[O:14])[CH2:27][CH2:26]2)[CH:22]=[CH:23][CH:24]=1. (6) Reactant: [CH3:1][C:2]1[CH:7]=[CH:6][C:5]([CH3:8])=[CH:4][C:3]=1B(O)O.Br[C:13]1[CH:20]=[CH:19][CH:18]=[CH:17][C:14]=1[C:15]#[N:16].C(=O)([O-])[O-].[Na+].[Na+]. The catalyst class is: 11. Product: [CH3:1][C:2]1[CH:7]=[CH:6][C:5]([CH3:8])=[CH:4][C:3]=1[C:13]1[CH:20]=[CH:19][CH:18]=[CH:17][C:14]=1[C:15]#[N:16].